Dataset: Full USPTO retrosynthesis dataset with 1.9M reactions from patents (1976-2016). Task: Predict the reactants needed to synthesize the given product. The reactants are: [NH2:1][C:2]1[C:10]([F:11])=[CH:9][CH:8]=[CH:7][C:3]=1[C:4]([OH:6])=[O:5].[Br:12]N1C(=O)CCC1=O. Given the product [NH2:1][C:2]1[C:10]([F:11])=[CH:9][C:8]([Br:12])=[CH:7][C:3]=1[C:4]([OH:6])=[O:5], predict the reactants needed to synthesize it.